From a dataset of Forward reaction prediction with 1.9M reactions from USPTO patents (1976-2016). Predict the product of the given reaction. Given the reactants C([O:8][C:9]1[C:18]([CH3:19])=[CH:17][C:12]([C:13]([NH:15][NH2:16])=O)=[CH:11][C:10]=1[CH2:20][CH3:21])C1C=CC=CC=1.[CH2:22]([C:25]1[S:29][C:28]([C:30]([OH:32])=O)=[CH:27][CH:26]=1)[CH2:23][CH3:24], predict the reaction product. The product is: [CH2:20]([C:10]1[CH:11]=[C:12]([C:13]2[O:32][C:30]([C:28]3[S:29][C:25]([CH2:22][CH2:23][CH3:24])=[CH:26][CH:27]=3)=[N:16][N:15]=2)[CH:17]=[C:18]([CH3:19])[C:9]=1[OH:8])[CH3:21].